From a dataset of Peptide-MHC class II binding affinity with 134,281 pairs from IEDB. Regression. Given a peptide amino acid sequence and an MHC pseudo amino acid sequence, predict their binding affinity value. This is MHC class II binding data. The peptide sequence is CSIVGWPAIRERMRRT. The MHC is HLA-DPA10301-DPB10402 with pseudo-sequence HLA-DPA10301-DPB10402. The binding affinity (normalized) is 0.105.